This data is from Reaction yield outcomes from USPTO patents with 853,638 reactions. The task is: Predict the reaction yield, written as a fraction of the theoretical maximum amount of product (1.0 means a 100% yield; for example, 0.34 means a 34% yield). The reactants are [CH2:1]([O:8][C:9]1[CH:14]=[CH:13][C:12]([F:15])=[CH:11][C:10]=1[F:16])[C:2]1[CH:7]=[CH:6][CH:5]=[CH:4][CH:3]=1.[C:17](=O)=[O:18].CC(C)=O.C([Li])CCC.CN(C)C=O. The catalyst is O1CCCC1.O. The product is [CH2:1]([O:8][C:9]1[C:10]([F:16])=[C:11]([C:12]([F:15])=[CH:13][CH:14]=1)[CH:17]=[O:18])[C:2]1[CH:3]=[CH:4][CH:5]=[CH:6][CH:7]=1. The yield is 0.740.